This data is from Reaction yield outcomes from USPTO patents with 853,638 reactions. The task is: Predict the reaction yield, written as a fraction of the theoretical maximum amount of product (1.0 means a 100% yield; for example, 0.34 means a 34% yield). The reactants are [NH2:1][C:2]1[C:11]2[C:6](=[C:7](Br)[CH:8]=[CH:9][CH:10]=2)[N:5]=[N:4][C:3]=1[C:13]([NH:15][CH:16]1[CH2:18][CH2:17]1)=[O:14].[CH3:19][O:20][C:21]1[CH:26]=[CH:25][C:24]([O:27][CH3:28])=[CH:23][C:22]=1B(O)O. No catalyst specified. The product is [NH2:1][C:2]1[C:11]2[C:6](=[C:7]([C:25]3[CH:26]=[C:21]([O:20][CH3:19])[CH:22]=[CH:23][C:24]=3[O:27][CH3:28])[CH:8]=[CH:9][CH:10]=2)[N:5]=[N:4][C:3]=1[C:13]([NH:15][CH:16]1[CH2:18][CH2:17]1)=[O:14]. The yield is 0.850.